This data is from Reaction yield outcomes from USPTO patents with 853,638 reactions. The task is: Predict the reaction yield, written as a fraction of the theoretical maximum amount of product (1.0 means a 100% yield; for example, 0.34 means a 34% yield). The reactants are [C:1]([N:4]1[C:13]2[C:8](=[CH:9][C:10]([N:14]3[CH2:19][CH2:18][N:17](C(OC(C)(C)C)=O)[CH2:16][CH2:15]3)=[CH:11][CH:12]=2)[C@H:7]([NH:27][C:28]2[CH:33]=[N:32][C:31]([CH3:34])=[CH:30][N:29]=2)[C@@H:6]([CH3:35])[C@@H:5]1[CH2:36][CH3:37])(=[O:3])[CH3:2].C(O)(C(F)(F)F)=O. The catalyst is ClCCl.CO. The product is [CH2:36]([C@H:5]1[C@H:6]([CH3:35])[C@@H:7]([NH:27][C:28]2[CH:33]=[N:32][C:31]([CH3:34])=[CH:30][N:29]=2)[C:8]2[C:13](=[CH:12][CH:11]=[C:10]([N:14]3[CH2:15][CH2:16][NH:17][CH2:18][CH2:19]3)[CH:9]=2)[N:4]1[C:1](=[O:3])[CH3:2])[CH3:37]. The yield is 0.960.